Dataset: NCI-60 drug combinations with 297,098 pairs across 59 cell lines. Task: Regression. Given two drug SMILES strings and cell line genomic features, predict the synergy score measuring deviation from expected non-interaction effect. Drug 1: C1=CN(C(=O)N=C1N)C2C(C(C(O2)CO)O)O.Cl. Drug 2: C1CCC(C(C1)N)N.C(=O)(C(=O)[O-])[O-].[Pt+4]. Cell line: SNB-19. Synergy scores: CSS=34.6, Synergy_ZIP=5.07, Synergy_Bliss=7.69, Synergy_Loewe=4.05, Synergy_HSA=11.1.